Dataset: Reaction yield outcomes from USPTO patents with 853,638 reactions. Task: Predict the reaction yield, written as a fraction of the theoretical maximum amount of product (1.0 means a 100% yield; for example, 0.34 means a 34% yield). (1) The yield is 0.979. The catalyst is [Pd].C(O)C. The reactants are [CH3:1][O:2][C:3]([C:5]1[C:9]([N+:10]([O-])=O)=[CH:8][NH:7][N:6]=1)=[O:4]. The product is [CH3:1][O:2][C:3]([C:5]1[C:9]([NH2:10])=[CH:8][NH:7][N:6]=1)=[O:4]. (2) The reactants are [C:1]([NH:4][C:5]1[CH:25]=[CH:24][C:8]([CH2:9][N:10]([O:22][CH3:23])[C:11](=[O:21])[CH:12]=[C:13]2[C:17](=[O:18])[O:16][C:15](C)(C)[O:14]2)=[CH:7][CH:6]=1)(=[O:3])[CH3:2]. The catalyst is CO. The product is [CH3:15][O:16][C:17](=[O:18])[C:13]([OH:14])=[CH:12][C:11](=[O:21])[N:10]([CH2:9][C:8]1[CH:24]=[CH:25][C:5]([NH:4][C:1](=[O:3])[CH3:2])=[CH:6][CH:7]=1)[O:22][CH3:23]. The yield is 0.350. (3) The reactants are [OH:1][C:2]1[CH:7]=[CH:6][NH:5][C:4](=[O:8])[CH:3]=1.CS(O[CH:14]1[CH2:19][CH2:18][N:17]([C:20]([O:22][C:23]([CH3:26])([CH3:25])[CH3:24])=[O:21])[CH2:16][CH2:15]1)(=O)=O.CS(C)=O.C(=O)([O-])[O-].[K+].[K+]. The catalyst is CCCCCC.CCOC(C)=O.O. The product is [O:8]=[C:4]1[CH:3]=[C:2]([O:1][CH:14]2[CH2:19][CH2:18][N:17]([C:20]([O:22][C:23]([CH3:26])([CH3:25])[CH3:24])=[O:21])[CH2:16][CH2:15]2)[CH:7]=[CH:6][NH:5]1. The yield is 0.170. (4) The reactants are Cl.[Cl:2][C:3]1[N:4]=[C:5]([C:10]([NH:12][C@H:13]2[CH2:18][CH2:17][NH:16][CH2:15][C@H:14]2[O:19][CH:20]([CH3:22])[CH3:21])=[O:11])[NH:6][C:7]=1[CH2:8][CH3:9].C(N(C(C)C)CC)(C)C.Br[C:33]1[S:34][C:35]2[C:41]([C:42]([O:44][CH2:45][CH3:46])=[O:43])=[CH:40][CH:39]=[CH:38][C:36]=2[N:37]=1. No catalyst specified. The product is [Cl:2][C:3]1[N:4]=[C:5]([C:10]([NH:12][C@H:13]2[CH2:18][CH2:17][N:16]([C:33]3[S:34][C:35]4[C:41]([C:42]([O:44][CH2:45][CH3:46])=[O:43])=[CH:40][CH:39]=[CH:38][C:36]=4[N:37]=3)[CH2:15][C@H:14]2[O:19][CH:20]([CH3:21])[CH3:22])=[O:11])[NH:6][C:7]=1[CH2:8][CH3:9]. The yield is 0.630. (5) The reactants are [F:1][CH:2]([F:17])[CH2:3][NH:4][CH:5]1[CH2:11][CH2:10][C:9]2[CH:12]=[C:13]([NH2:16])[CH:14]=[CH:15][C:8]=2[CH2:7][CH2:6]1.Cl[C:19]1[N:24]=[C:23]([NH:25][C:26]2[CH:31]=[CH:30][CH:29]=[CH:28][C:27]=2[O:32][CH3:33])[C:22]([Cl:34])=[CH:21][N:20]=1. No catalyst specified. The product is [Cl:34][C:22]1[C:23]([NH:25][C:26]2[CH:31]=[CH:30][CH:29]=[CH:28][C:27]=2[O:32][CH3:33])=[N:24][C:19]([NH:16][C:13]2[CH:14]=[CH:15][C:8]3[CH2:7][CH2:6][CH:5]([NH:4][CH2:3][CH:2]([F:17])[F:1])[CH2:11][CH2:10][C:9]=3[CH:12]=2)=[N:20][CH:21]=1. The yield is 0.610.